Dataset: Full USPTO retrosynthesis dataset with 1.9M reactions from patents (1976-2016). Task: Predict the reactants needed to synthesize the given product. (1) Given the product [CH3:1][C:23]1[CH:24]=[C:16]([C:15]([F:25])([F:26])[F:14])[CH:17]=[CH:18][C:19]=1[C:20]([OH:22])=[O:21], predict the reactants needed to synthesize it. The reactants are: [CH3:1]N(CCN(C)C)C.C([Li])(CC)C.[F:14][C:15]([F:26])([F:25])[C:16]1[CH:24]=[CH:23][C:19]([C:20]([OH:22])=[O:21])=[CH:18][CH:17]=1.IC. (2) Given the product [N:20]1([C:16](=[O:18])[CH2:15][N:12]2[CH2:11][CH2:10][N:9]([C:1](=[O:8])[C:2]3[CH:3]=[CH:4][CH:5]=[CH:6][CH:7]=3)[CH2:14][CH2:13]2)[CH2:23][CH2:22][CH2:21]1, predict the reactants needed to synthesize it. The reactants are: [C:1]([N:9]1[CH2:14][CH2:13][N:12]([CH2:15][C:16]([OH:18])=O)[CH2:11][CH2:10]1)(=[O:8])[C:2]1[CH:7]=[CH:6][CH:5]=[CH:4][CH:3]=1.Cl.[NH:20]1[CH2:23][CH2:22][CH2:21]1.Cl.C(N=C=NCCCN(C)C)C.ON1C2C=CC=CC=2N=N1.C(=O)([O-])O.[Na+]. (3) Given the product [CH3:27][O:26][C:22]1[S:21][C:20]2=[N:19][C:18]([C:16]3[O:17][C:13]4[C:14](=[C:9]([OH:8])[CH:10]=[CH:11][CH:12]=4)[CH:15]=3)=[CH:25][N:24]2[N:23]=1, predict the reactants needed to synthesize it. The reactants are: C([O:8][C:9]1[C:14]2[CH:15]=[C:16]([C:18]3[N:19]=[C:20]4[N:24]([CH:25]=3)[N:23]=[C:22]([O:26][CH3:27])[S:21]4)[O:17][C:13]=2[CH:12]=[CH:11][CH:10]=1)C1C=CC=CC=1.FC(F)(F)C(O)=O. (4) Given the product [CH3:26][O:25][C:22]1[CH:23]=[C:24]2[C:19](=[CH:20][C:21]=1[O:27][CH3:28])[N:18]=[CH:17][N:16]=[C:15]2[N:10]1[CH2:11][CH2:12][O:13][CH:8]([C:5]2[CH:4]=[CH:3][C:2]([CH3:1])=[CH:7][CH:6]=2)[CH2:9]1, predict the reactants needed to synthesize it. The reactants are: [CH3:1][C:2]1[CH:7]=[CH:6][C:5]([CH:8]2[O:13][CH2:12][CH2:11][NH:10][CH2:9]2)=[CH:4][CH:3]=1.Cl[C:15]1[C:24]2[C:19](=[CH:20][C:21]([O:27][CH3:28])=[C:22]([O:25][CH3:26])[CH:23]=2)[N:18]=[CH:17][N:16]=1. (5) The reactants are: C1(P(C2C=CC=CC=2)C2C=CC=CC=2)C=CC=CC=1.N(C(OC(C)C)=O)=NC(OC(C)C)=O.[Cl:34][C:35]1[CH:40]=[CH:39][C:38]([CH2:41][C:42]2[C:51]3[C:46](=[CH:47][CH:48]=[CH:49][CH:50]=3)[C:45](=[O:52])[NH:44][N:43]=2)=[CH:37][CH:36]=1.O[CH:54]1[CH2:59][CH2:58][N:57]([C:60]([O:62][C:63]([CH3:66])([CH3:65])[CH3:64])=[O:61])[CH2:56][CH2:55]1. Given the product [Cl:34][C:35]1[CH:36]=[CH:37][C:38]([CH2:41][C:42]2[C:51]3[C:46](=[CH:47][CH:48]=[CH:49][CH:50]=3)[C:45](=[O:52])[N:44]([CH:54]3[CH2:59][CH2:58][N:57]([C:60]([O:62][C:63]([CH3:66])([CH3:65])[CH3:64])=[O:61])[CH2:56][CH2:55]3)[N:43]=2)=[CH:39][CH:40]=1, predict the reactants needed to synthesize it. (6) Given the product [CH3:46][O:47][C:48](=[O:51])[CH2:49][O:13][C:10]1[CH:9]=[CH:8][C:7]([C:5]2[O:6][C:2]([CH3:1])=[C:3]([CH2:14][N:15]3[C:23]4[C:18](=[CH:19][C:20]([C:24]([OH:33])([C:25]([F:26])([F:27])[F:28])[C:29]([F:32])([F:31])[F:30])=[CH:21][CH:22]=4)[CH2:17][CH:16]3[CH3:34])[N:4]=2)=[CH:12][CH:11]=1, predict the reactants needed to synthesize it. The reactants are: [CH3:1][C:2]1[O:6][C:5]([C:7]2[CH:12]=[CH:11][C:10]([OH:13])=[CH:9][CH:8]=2)=[N:4][C:3]=1[CH2:14][N:15]1[C:23]2[C:18](=[CH:19][C:20]([C:24]([OH:33])([C:29]([F:32])([F:31])[F:30])[C:25]([F:28])([F:27])[F:26])=[CH:21][CH:22]=2)[CH2:17][CH:16]1[CH3:34].C1CCN2C(=NCCC2)CC1.[CH3:46][O:47][C:48](=[O:51])[CH2:49]Br.[NH4+].[Cl-].